This data is from Retrosynthesis with 50K atom-mapped reactions and 10 reaction types from USPTO. The task is: Predict the reactants needed to synthesize the given product. (1) Given the product COc1ccc(C(NC(C)c2cccs2)c2cccc(N)c2)cc1, predict the reactants needed to synthesize it. The reactants are: COc1ccc(C(NC(C)c2cccs2)c2cccc([N+](=O)[O-])c2)cc1. (2) Given the product N#Cc1cc(C=O)ccc1Oc1cc(F)cc(F)c1, predict the reactants needed to synthesize it. The reactants are: N#Cc1cc(C=O)ccc1F.Oc1cc(F)cc(F)c1. (3) The reactants are: CCCCCCCCCCCCN.Cc1cc(Cl)nc(C(C)C)n1. Given the product CCCCCCCCCCCCNc1cc(C)nc(C(C)C)n1, predict the reactants needed to synthesize it. (4) The reactants are: Clc1cc(Br)ccc1CBr.[C-]#N. Given the product N#CCc1ccc(Br)cc1Cl, predict the reactants needed to synthesize it.